From a dataset of Forward reaction prediction with 1.9M reactions from USPTO patents (1976-2016). Predict the product of the given reaction. (1) Given the reactants [C:1]([C@H:5]1[CH2:10][CH2:9][C@H:8]([O:11][C:12]2[CH:13]=[C:14]3[C:19](=[CH:20][CH:21]=2)[CH2:18][C@@H:17]([C@:22]2([CH3:28])[CH2:26][O:25][C:24](=[O:27])[NH:23]2)[CH2:16][CH2:15]3)[CH2:7][CH2:6]1)([CH3:4])([CH3:3])[CH3:2].[I:29]N1C(=O)CCC1=O.C(Cl)Cl, predict the reaction product. The product is: [C:1]([C@H:5]1[CH2:6][CH2:7][C@H:8]([O:11][C:12]2[C:13]([I:29])=[C:14]3[C:19](=[CH:20][CH:21]=2)[CH2:18][C@@H:17]([C@:22]2([CH3:28])[CH2:26][O:25][C:24](=[O:27])[NH:23]2)[CH2:16][CH2:15]3)[CH2:9][CH2:10]1)([CH3:4])([CH3:2])[CH3:3]. (2) Given the reactants [C:1](#[N:8])[C:2]1[CH:7]=[CH:6][CH:5]=[CH:4][CH:3]=1.[CH3:9][S:10][C:11]1[CH:17]=[CH:16][C:14]([NH2:15])=[CH:13][CH:12]=1, predict the reaction product. The product is: [CH3:9][S:10][C:11]1[CH:17]=[CH:16][C:14]([NH:15][C:1]([C:2]2[CH:7]=[CH:6][CH:5]=[CH:4][CH:3]=2)=[NH:8])=[CH:13][CH:12]=1. (3) The product is: [Cl:23][CH:7]([CH:1]1[CH2:6][CH2:5][CH2:4][CH2:3][CH2:2]1)[C:9]1[CH:13]=[C:12]([C:14]2[CH:15]=[N:16][CH:17]=[CH:18][CH:19]=2)[O:11][C:10]=1[CH3:20]. Given the reactants [CH:1]1([CH:7]([C:9]2[CH:13]=[C:12]([C:14]3[CH:15]=[N:16][CH:17]=[CH:18][CH:19]=3)[O:11][C:10]=2[CH3:20])O)[CH2:6][CH2:5][CH2:4][CH2:3][CH2:2]1.S(Cl)([Cl:23])=O, predict the reaction product. (4) The product is: [Cl:22][C:23]1[CH:24]=[CH:25][C:26]([N:29]2[CH2:34][CH2:33][N:32]([CH2:20][CH2:19][CH2:18][C:9]3[CH:10]=[C:11]([C:12]4[CH:17]=[CH:16][CH:15]=[CH:14][CH:13]=4)[N:7]([C:1]4[CH:6]=[CH:5][CH:4]=[CH:3][CH:2]=4)[N:8]=3)[CH2:31][CH2:30]2)=[CH:27][CH:28]=1. Given the reactants [C:1]1([N:7]2[C:11]([C:12]3[CH:17]=[CH:16][CH:15]=[CH:14][CH:13]=3)=[CH:10][C:9]([CH2:18][CH2:19][CH:20]=O)=[N:8]2)[CH:6]=[CH:5][CH:4]=[CH:3][CH:2]=1.[Cl:22][C:23]1[CH:28]=[CH:27][C:26]([N:29]2[CH2:34][CH2:33][NH:32][CH2:31][CH2:30]2)=[CH:25][CH:24]=1.CCN(C(C)C)C(C)C.[BH-](OC(C)=O)(OC(C)=O)OC(C)=O.[Na+], predict the reaction product.